Dataset: Forward reaction prediction with 1.9M reactions from USPTO patents (1976-2016). Task: Predict the product of the given reaction. (1) Given the reactants [CH3:1][O:2][C:3]1[C:8]2[N:9]=[C:10]([NH:12][C:13](=[O:24])[C:14]3[CH:19]=[CH:18][C:17]([CH2:20][NH:21][CH2:22][CH3:23])=[CH:16][CH:15]=3)[S:11][C:7]=2[C:6]([N:25]2[CH2:30][CH2:29][O:28][CH2:27][CH2:26]2)=[CH:5][CH:4]=1.[CH3:31][O:32][CH2:33][C:34](Cl)=[O:35], predict the reaction product. The product is: [CH2:22]([N:21]([CH2:20][C:17]1[CH:18]=[CH:19][C:14]([C:13]([NH:12][C:10]2[S:11][C:7]3[C:6]([N:25]4[CH2:26][CH2:27][O:28][CH2:29][CH2:30]4)=[CH:5][CH:4]=[C:3]([O:2][CH3:1])[C:8]=3[N:9]=2)=[O:24])=[CH:15][CH:16]=1)[C:34](=[O:35])[CH2:33][O:32][CH3:31])[CH3:23]. (2) Given the reactants [CH2:1]([N:8]1[C:16]2[C:11](=[CH:12][CH:13]=[C:14]([CH:17]([OH:20])[CH2:18][OH:19])[CH:15]=2)[CH:10]=[N:9]1)[C:2]1[CH:7]=[CH:6][CH:5]=[CH:4][CH:3]=1.CCN(CC)CC.[CH3:28][S:29](Cl)(=[O:31])=[O:30], predict the reaction product. The product is: [CH2:1]([N:8]1[C:16]2[C:11](=[CH:12][CH:13]=[C:14]([CH:17]([O:20][S:29]([CH3:28])(=[O:31])=[O:30])[CH2:18][O:19][S:29]([CH3:28])(=[O:31])=[O:30])[CH:15]=2)[CH:10]=[N:9]1)[C:2]1[CH:3]=[CH:4][CH:5]=[CH:6][CH:7]=1. (3) Given the reactants Br[C:2]1[C:3]([OH:14])=[C:4]([CH:9]=[C:10]([O:12][CH3:13])[CH:11]=1)[C:5]([O:7][CH3:8])=[O:6].CN(C)C=O.[CH:20]#[C:21][CH3:22], predict the reaction product. The product is: [CH3:13][O:12][C:10]1[CH:9]=[C:4]([C:5]([O:7][CH3:8])=[O:6])[C:3]2[O:14][C:21]([CH3:22])=[CH:20][C:2]=2[CH:11]=1. (4) Given the reactants [CH2:1]([C@:3]12[C:16]3[C:11](=[CH:12][C:13]([OH:17])=[CH:14][CH:15]=3)[CH2:10][CH2:9][C@@H:8]1[CH2:7][C@:6]([C:19]1[CH:24]=[CH:23][CH:22]=[CH:21][CH:20]=1)([OH:18])[C@@H:5]([OH:25])[CH2:4]2)[CH3:2].Cl.Cl[CH2:28][C:29]1[C:30]([CH3:35])=[N:31][CH:32]=[CH:33][CH:34]=1, predict the reaction product. The product is: [CH2:1]([C@:3]12[C:16]3[C:11](=[CH:12][C:13]([O:17][CH2:28][C:29]4[C:30]([CH3:35])=[N:31][CH:32]=[CH:33][CH:34]=4)=[CH:14][CH:15]=3)[CH2:10][CH2:9][C@@H:8]1[CH2:7][C@:6]([C:19]1[CH:24]=[CH:23][CH:22]=[CH:21][CH:20]=1)([OH:18])[C@@H:5]([OH:25])[CH2:4]2)[CH3:2].